The task is: Predict the product of the given reaction.. This data is from Forward reaction prediction with 1.9M reactions from USPTO patents (1976-2016). (1) Given the reactants [BH4-].[Na+].[O:3]=[C:4]([CH2:10][CH2:11][CH:12]=[CH:13][CH:14]=[CH:15][CH3:16])[CH2:5][C:6]([O:8][CH3:9])=[O:7].Cl, predict the reaction product. The product is: [OH:3][CH:4]([CH2:10][CH2:11][CH:12]=[CH:13][CH:14]=[CH:15][CH3:16])[CH2:5][C:6]([O:8][CH3:9])=[O:7]. (2) Given the reactants [Cl:1][C:2]1[CH:3]=[CH:4][C:5]2[CH2:11][CH2:10][NH:9][CH2:8][C@@H:7]([CH3:12])[C:6]=2[CH:13]=1.[C:14](O[C:14]([O:16][C:17]([CH3:20])([CH3:19])[CH3:18])=[O:15])([O:16][C:17]([CH3:20])([CH3:19])[CH3:18])=[O:15], predict the reaction product. The product is: [C:17]([O:16][C:14]([N:9]1[CH2:10][CH2:11][C:5]2[CH:4]=[CH:3][C:2]([Cl:1])=[CH:13][C:6]=2[C@H:7]([CH3:12])[CH2:8]1)=[O:15])([CH3:20])([CH3:19])[CH3:18]. (3) Given the reactants [C:1]([NH:5][C:6](=[O:53])[NH:7][C@@H:8]([C:49]([CH3:52])([CH3:51])[CH3:50])[C:9]([N:11]1[CH2:15][C@H:14]([O:16][C:17]2[C:26]3[C:21](=[CH:22][C:23]([O:27][CH3:28])=[CH:24][CH:25]=3)[N:20]=[C:19]([N:29]3[CH:33]=[CH:32][CH:31]=[N:30]3)[CH:18]=2)[CH2:13][C@H:12]1[C:34]([NH:36][C@@H:37]([CH2:46][CH2:47][CH3:48])[C@H:38]([OH:45])[C:39]([NH:41][CH:42]1[CH2:44][CH2:43]1)=[O:40])=[O:35])=[O:10])([CH3:4])([CH3:3])[CH3:2].CC(OI1(OC(C)=O)(OC(C)=O)OC(=O)C2C=CC=CC1=2)=O, predict the reaction product. The product is: [C:1]([NH:5][C:6](=[O:53])[NH:7][C@@H:8]([C:49]([CH3:52])([CH3:51])[CH3:50])[C:9]([N:11]1[CH2:15][C@H:14]([O:16][C:17]2[C:26]3[C:21](=[CH:22][C:23]([O:27][CH3:28])=[CH:24][CH:25]=3)[N:20]=[C:19]([N:29]3[CH:33]=[CH:32][CH:31]=[N:30]3)[CH:18]=2)[CH2:13][C@H:12]1[C:34]([NH:36][C@@H:37]([CH2:46][CH2:47][CH3:48])[C:38](=[O:45])[C:39]([NH:41][CH:42]1[CH2:44][CH2:43]1)=[O:40])=[O:35])=[O:10])([CH3:3])([CH3:4])[CH3:2]. (4) Given the reactants Cl.Cl[CH:3]1[CH2:8][CH2:7][CH2:6][N:5]([CH2:9][CH3:10])[CH2:4]1.C([O-])([O-])=O.[K+].[K+].[F:17][C:18]1[CH:46]=[CH:45][CH:44]=[C:43]([F:47])[C:19]=1[CH2:20][N:21]1[C:26]2[CH:27]=[CH:28][CH:29]=[CH:30][C:25]=2[S:24](=[O:32])(=[O:31])[N:23](CCC2C(C)=NOC=2C)[C:22]1=[O:42], predict the reaction product. The product is: [F:17][C:18]1[CH:46]=[CH:45][CH:44]=[C:43]([F:47])[C:19]=1[CH2:20][N:21]1[C:26]2[CH:27]=[CH:28][CH:29]=[CH:30][C:25]=2[S:24](=[O:32])(=[O:31])[N:23]([CH:3]2[CH2:8][CH2:7][CH2:6][N:5]([CH2:9][CH3:10])[CH2:4]2)[C:22]1=[O:42]. (5) Given the reactants Cl.C(OC([N:9]1[CH2:14][CH2:13][C:12]([C:16]2[CH:21]=[CH:20][CH:19]=[CH:18][C:17]=2[S:22][C:23]2[CH:28]=[CH:27][C:26]([CH3:29])=[CH:25][CH:24]=2)(O)[CH2:11][CH2:10]1)=O)(C)(C)C.[OH-].[Na+], predict the reaction product. The product is: [CH3:29][C:26]1[CH:27]=[CH:28][C:23]([S:22][C:17]2[CH:18]=[CH:19][CH:20]=[CH:21][C:16]=2[C:12]2[CH2:13][CH2:14][NH:9][CH2:10][CH:11]=2)=[CH:24][CH:25]=1. (6) Given the reactants Br[CH2:2][C:3]([C:5]1[CH:10]=[CH:9][C:8]([C@@H:11]([NH:13][C:14]2[N:19]=[C:18]([C:20]3[N:24]4[CH:25]=[CH:26][CH:27]=[C:28]([CH3:29])[C:23]4=[N:22][CH:21]=3)[C:17]([C:30]#[N:31])=[CH:16][N:15]=2)[CH3:12])=[CH:7][CH:6]=1)=[O:4].[NH:32]1[CH2:36][CH2:35][CH2:34][CH2:33]1.C(=O)([O-])O.[Na+], predict the reaction product. The product is: [CH3:29][C:28]1[C:23]2[N:24]([C:20]([C:18]3[C:17]([C:30]#[N:31])=[CH:16][N:15]=[C:14]([NH:13][C@H:11]([C:8]4[CH:9]=[CH:10][C:5]([C:3](=[O:4])[CH2:2][N:32]5[CH2:36][CH2:35][CH2:34][CH2:33]5)=[CH:6][CH:7]=4)[CH3:12])[N:19]=3)=[CH:21][N:22]=2)[CH:25]=[CH:26][CH:27]=1.